This data is from Full USPTO retrosynthesis dataset with 1.9M reactions from patents (1976-2016). The task is: Predict the reactants needed to synthesize the given product. (1) Given the product [CH3:10][S:11]([O:15][CH2:16][CH2:17][O:18][CH:19]([C:20]1[CH:27]=[CH:26][C:23]([C:24]#[N:25])=[CH:22][CH:21]=1)[C:28]1[NH:29][CH:30]=[N:31][CH:32]=1)(=[O:13])=[O:12], predict the reactants needed to synthesize it. The reactants are: C(N(C(C)C)CC)(C)C.[CH3:10][S:11](Cl)(=[O:13])=[O:12].[OH:15][CH2:16][CH2:17][O:18][CH:19]([C:28]1[NH:29][CH:30]=[N:31][CH:32]=1)[C:20]1[CH:27]=[CH:26][C:23]([C:24]#[N:25])=[CH:22][CH:21]=1.O. (2) The reactants are: [F:1][C:2]([F:14])([F:13])[O:3][C:4]1[CH:9]=[CH:8][C:7]([N:10]=[C:11]=[O:12])=[CH:6][CH:5]=1.[NH2:15][CH:16]([CH:32]([CH3:34])[CH3:33])[C:17]([N:19]([CH2:25][C:26]1[CH:31]=[CH:30][CH:29]=[CH:28][CH:27]=1)[CH2:20][CH2:21][N:22]([CH3:24])[CH3:23])=[O:18]. Given the product [CH2:25]([N:19]([CH2:20][CH2:21][N:22]([CH3:23])[CH3:24])[C:17](=[O:18])[C@@H:16]([NH:15][C:11]([NH:10][C:7]1[CH:6]=[CH:5][C:4]([O:3][C:2]([F:13])([F:14])[F:1])=[CH:9][CH:8]=1)=[O:12])[CH:32]([CH3:33])[CH3:34])[C:26]1[CH:31]=[CH:30][CH:29]=[CH:28][CH:27]=1, predict the reactants needed to synthesize it. (3) Given the product [F:1][CH2:2][CH2:3][O:5][CH2:55][C:49]1[CH:50]=[C:51]([CH2:53][OH:54])[CH:52]=[C:47]([O:46][CH3:45])[CH:48]=1, predict the reactants needed to synthesize it. The reactants are: [F:1][C:2](F)(F)[C:3]([OH:5])=O.C(C1C=CC(NC(C2C=C(OC)C(OC)=CC=2F)C2NC(=O)N(C3C=CC=CC=3C(O)=O)N=2)=CC=1)(=N)N.[CH3:45][O:46][C:47]1[CH:48]=[C:49]([CH2:55]O)[CH:50]=[C:51]([CH2:53][OH:54])[CH:52]=1.[H-].[Na+].FCCI. (4) Given the product [ClH:18].[Cl:25][C:23]1[N:22]=[CH:21][N:20]=[C:19]([N:10]2[C:11]3[CH:17]=[CH:16][CH:15]=[CH:14][C:12]=3[N:13]=[C:9]2/[CH:1]=[CH:2]/[C:3]2[CH:8]=[CH:7][CH:6]=[CH:5][CH:4]=2)[CH:24]=1, predict the reactants needed to synthesize it. The reactants are: [CH:1]([C:9]1[NH:13][C:12]2[CH:14]=[CH:15][CH:16]=[CH:17][C:11]=2[N:10]=1)=[CH:2][C:3]1[CH:8]=[CH:7][CH:6]=[CH:5][CH:4]=1.[Cl:18][C:19]1[CH:24]=[C:23]([Cl:25])[N:22]=[CH:21][N:20]=1.N1C=CC=CC=1N1C2C=CC=CC=2N=C1/C=C/C1C=CC=CC=1.Cl.